This data is from Full USPTO retrosynthesis dataset with 1.9M reactions from patents (1976-2016). The task is: Predict the reactants needed to synthesize the given product. (1) Given the product [C:1]([O:4][CH2:5][CH2:6][NH:7][C:8]1[C:9]([NH2:25])=[C:10]2[C:15](=[CH:16][CH:17]=1)[C:14](=[O:18])[N:13]([CH2:19][CH2:20][O:21][C:22](=[O:24])[CH3:23])[CH:12]=[CH:11]2)(=[O:3])[CH3:2], predict the reactants needed to synthesize it. The reactants are: [C:1]([O:4][CH2:5][CH2:6][NH:7][C:8]1[C:9]([N+:25]([O-])=O)=[C:10]2[C:15](=[CH:16][CH:17]=1)[C:14](=[O:18])[N:13]([CH2:19][CH2:20][O:21][C:22](=[O:24])[CH3:23])[CH:12]=[CH:11]2)(=[O:3])[CH3:2].C(O)C.[Cl-].[NH4+].O. (2) Given the product [OH:82][CH2:81][CH2:80][O:79][CH2:78][CH2:77][O:76][CH2:75][CH2:74][O:73][CH2:72][CH2:71][O:70][CH2:69][CH2:68][O:67][CH2:66][CH2:65][O:64][CH2:63][CH2:62][O:61][CH2:60][CH2:59][NH:58][C:38](=[O:40])[CH2:37][CH2:36][S:35][CH2:34][C:33]1[CH:32]=[C:31]([CH:43]=[CH:42][CH:41]=1)[C:29]([NH:28][C:17]1[CH:18]=[CH:19][C:20]([N:22]2[CH2:27][CH2:26][CH2:25][CH2:24][CH2:23]2)=[CH:21][C:16]=1[C:12]1[CH:11]=[C:10]([CH:15]=[CH:14][N:13]=1)[C:8]([NH:7][CH2:6][C:5]1[CH:44]=[CH:45][CH:46]=[C:3]([C:2]([F:1])([F:48])[F:47])[CH:4]=1)=[O:9])=[O:30], predict the reactants needed to synthesize it. The reactants are: [F:1][C:2]([F:48])([F:47])[C:3]1[CH:4]=[C:5]([CH:44]=[CH:45][CH:46]=1)[CH2:6][NH:7][C:8]([C:10]1[CH:15]=[CH:14][N:13]=[C:12]([C:16]2[CH:21]=[C:20]([N:22]3[CH2:27][CH2:26][CH2:25][CH2:24][CH2:23]3)[CH:19]=[CH:18][C:17]=2[NH:28][C:29]([C:31]2[CH:32]=[C:33]([CH:41]=[CH:42][CH:43]=2)[CH2:34][S:35][CH2:36][CH2:37][C:38]([OH:40])=O)=[O:30])[CH:11]=1)=[O:9].C(N(C(C)C)CC)(C)C.[NH2:58][CH2:59][CH2:60][O:61][CH2:62][CH2:63][O:64][CH2:65][CH2:66][O:67][CH2:68][CH2:69][O:70][CH2:71][CH2:72][O:73][CH2:74][CH2:75][O:76][CH2:77][CH2:78][O:79][CH2:80][CH2:81][OH:82].CCN=C=NCCCN(C)C.C1C=CC2N(O)N=NC=2C=1. (3) Given the product [Br:1][C:2]1[CH:3]=[C:4]([CH3:10])[C:5]2[N:9]=[C:11]([O:12][CH2:13][CH3:14])[NH:8][C:6]=2[CH:7]=1, predict the reactants needed to synthesize it. The reactants are: [Br:1][C:2]1[CH:7]=[C:6]([NH2:8])[C:5]([NH2:9])=[C:4]([CH3:10])[CH:3]=1.[C:11](OCC)(OCC)(OCC)[O:12][CH2:13][CH3:14]. (4) Given the product [CH3:32][C:33]1[S:34][C:35]([C:39]([N:19]2[CH2:20][C:16]3[C:15]([NH:21][C:22]4[CH:23]=[N:24][C:25]5[C:30]([CH:31]=4)=[CH:29][CH:28]=[CH:27][CH:26]=5)=[N:14][CH:13]=[N:12][C:17]=3[CH2:18]2)=[O:40])=[C:36]([CH3:38])[N:37]=1, predict the reactants needed to synthesize it. The reactants are: C(N(CC)C(C)C)(C)C.Cl.Cl.[N:12]1[C:17]2[CH2:18][NH:19][CH2:20][C:16]=2[C:15]([NH:21][C:22]2[CH:23]=[N:24][C:25]3[C:30]([CH:31]=2)=[CH:29][CH:28]=[CH:27][CH:26]=3)=[N:14][CH:13]=1.[CH3:32][C:33]1[S:34][C:35]([C:39](O)=[O:40])=[C:36]([CH3:38])[N:37]=1.F[P-](F)(F)(F)(F)F.C[N+](C)=C(N(C)C)ON1C2N=CC=CC=2N=N1.CN1CCCC1=O. (5) Given the product [Br:13][C:4]1[C:5]2[C:10](=[CH:9][CH:8]=[CH:7][CH:6]=2)[CH:11]=[C:2]([CH3:1])[C:3]=1[OH:12], predict the reactants needed to synthesize it. The reactants are: [CH3:1][C:2]1[C:3]([OH:12])=[CH:4][C:5]2[C:10]([CH:11]=1)=[CH:9][CH:8]=[CH:7][CH:6]=2.[Br:13]Br.